Task: Predict the product of the given reaction.. Dataset: Forward reaction prediction with 1.9M reactions from USPTO patents (1976-2016) (1) Given the reactants C(OC([NH:8][CH2:9][C@H:10]1[CH2:15][CH2:14][C@H:13]([C:16]([NH:18][C@@H:19]([CH2:43][C:44]2[CH:49]=[CH:48][C:47]([C:50]3[CH:55]=[CH:54][C:53]([C:56](=[O:67])[NH:57][CH:58]4[CH2:63][CH2:62][CH:61]([N:64]([CH3:66])[CH3:65])[CH2:60][CH2:59]4)=[CH:52][C:51]=3[CH3:68])=[CH:46][CH:45]=2)[C:20]([NH:22][C:23]2[CH:28]=[CH:27][C:26]([C:29]3[NH:33][N:32]=[C:31]([C:34]([F:42])([F:41])[C:35]([F:40])([F:39])[C:36]([OH:38])=[O:37])[N:30]=3)=[CH:25][CH:24]=2)=[O:21])=[O:17])[CH2:12][CH2:11]1)=O)(C)(C)C.[ClH:69], predict the reaction product. The product is: [ClH:69].[NH2:8][CH2:9][C@H:10]1[CH2:15][CH2:14][C@H:13]([C:16]([NH:18][C@@H:19]([CH2:43][C:44]2[CH:45]=[CH:46][C:47]([C:50]3[CH:55]=[CH:54][C:53]([C:56](=[O:67])[NH:57][CH:58]4[CH2:63][CH2:62][CH:61]([N:64]([CH3:66])[CH3:65])[CH2:60][CH2:59]4)=[CH:52][C:51]=3[CH3:68])=[CH:48][CH:49]=2)[C:20]([NH:22][C:23]2[CH:24]=[CH:25][C:26]([C:29]3[NH:33][N:32]=[C:31]([C:34]([F:41])([F:42])[C:35]([F:39])([F:40])[C:36]([OH:38])=[O:37])[N:30]=3)=[CH:27][CH:28]=2)=[O:21])=[O:17])[CH2:12][CH2:11]1. (2) Given the reactants Cl.[Br:2][CH2:3][C:4]1[CH:5]=[C:6]2[C:11](=[CH:12][C:13]=1[Cl:14])[O:10][C:9](=[O:15])[C:8]([CH2:16][C:17]([O:19]CC)=[O:18])=[C:7]2[C:22]1[CH:27]=[CH:26][CH:25]=[C:24]([Br:28])[CH:23]=1, predict the reaction product. The product is: [Br:2][CH2:3][C:4]1[CH:5]=[C:6]2[C:11](=[CH:12][C:13]=1[Cl:14])[O:10][C:9](=[O:15])[C:8]([CH2:16][C:17]([OH:19])=[O:18])=[C:7]2[C:22]1[CH:27]=[CH:26][CH:25]=[C:24]([Br:28])[CH:23]=1. (3) Given the reactants [O:1]=[C:2]1[N:8]([CH:9]2[CH2:14][CH2:13][N:12]([C:15]([O:17][C@H:18]([CH2:34][C:35]3[CH:40]=[C:39]([C:41]([F:44])([F:43])[F:42])[C:38]([NH2:45])=[C:37]([Cl:46])[CH:36]=3)[C:19]([N:21]3[CH2:26][CH2:25][CH:24]([N:27]4[CH2:32][CH2:31][N:30]([CH3:33])[CH2:29][CH2:28]4)[CH2:23][CH2:22]3)=[O:20])=[O:16])[CH2:11][CH2:10]2)[CH2:7][CH2:6][C:5]2[CH:47]=[CH:48][CH:49]=[CH:50][C:4]=2[NH:3]1.Cl, predict the reaction product. The product is: [ClH:46].[O:1]=[C:2]1[N:8]([CH:9]2[CH2:14][CH2:13][N:12]([C:15]([O:17][C@H:18]([CH2:34][C:35]3[CH:40]=[C:39]([C:41]([F:43])([F:42])[F:44])[C:38]([NH2:45])=[C:37]([Cl:46])[CH:36]=3)[C:19]([N:21]3[CH2:26][CH2:25][CH:24]([N:27]4[CH2:28][CH2:29][N:30]([CH3:33])[CH2:31][CH2:32]4)[CH2:23][CH2:22]3)=[O:20])=[O:16])[CH2:11][CH2:10]2)[CH2:7][CH2:6][C:5]2[CH:47]=[CH:48][CH:49]=[CH:50][C:4]=2[NH:3]1. (4) The product is: [ClH:32].[ClH:32].[NH2:1][C:2]1[N:7]=[CH:6][C:5]([CH2:8][CH:9]([C:15]2[N:16]=[CH:17][N:18]([CH:20]3[CH2:24][CH2:23][N:22]([C:25]4[CH:26]=[CH:27][CH:28]=[CH:29][CH:30]=4)[C:21]3=[O:31])[CH:19]=2)[C:10]([OH:12])=[O:11])=[CH:4][CH:3]=1. Given the reactants [NH2:1][C:2]1[N:7]=[CH:6][C:5]([CH2:8][CH:9]([C:15]2[N:16]=[CH:17][N:18]([CH:20]3[CH2:24][CH2:23][N:22]([C:25]4[CH:30]=[CH:29][CH:28]=[CH:27][CH:26]=4)[C:21]3=[O:31])[CH:19]=2)[C:10]([O:12]CC)=[O:11])=[CH:4][CH:3]=1.[ClH:32], predict the reaction product. (5) Given the reactants [F:1][C:2]1[CH:3]=[CH:4][C:5]([N+:18]([O-:20])=[O:19])=[C:6]([CH:17]=1)[O:7][C@H:8]1[C@H:12]2[O:13][CH2:14][C@@H:15]([OH:16])[C@H:11]2[O:10][CH2:9]1.[OH-].[Na+].[CH2:23](Cl)Cl.S(OC)(OC)(=O)=O, predict the reaction product. The product is: [F:1][C:2]1[CH:3]=[CH:4][C:5]([N+:18]([O-:20])=[O:19])=[C:6]([CH:17]=1)[O:7][C@H:8]1[C@H:12]2[O:13][CH2:14][C@@H:15]([O:16][CH3:23])[C@H:11]2[O:10][CH2:9]1. (6) Given the reactants C[OH:2].[NH2:3][C:4]1[CH:5]=[CH:6][C:7]([C:10]#[N:11])=[N:8][CH:9]=1, predict the reaction product. The product is: [NH2:3][C:4]1[CH:5]=[CH:6][C:7]([C:10]([NH2:11])=[O:2])=[N:8][CH:9]=1. (7) The product is: [F:13][C:14]1[CH:15]=[C:16]([CH:24]=[CH:25][CH:26]=1)[CH2:17][CH:18]1[CH2:23][CH2:22][N:21]([CH2:2][C:3]2[S:7][C:6]([NH:8][C:9](=[O:11])[CH3:10])=[N:5][CH:4]=2)[CH2:20][CH2:19]1. Given the reactants Cl[CH2:2][C:3]1[S:7][C:6]([NH:8][C:9](=[O:11])[CH3:10])=[N:5][CH:4]=1.Cl.[F:13][C:14]1[CH:15]=[C:16]([CH:24]=[CH:25][CH:26]=1)[CH2:17][CH:18]1[CH2:23][CH2:22][NH:21][CH2:20][CH2:19]1.CCN(C(C)C)C(C)C, predict the reaction product.